This data is from Reaction yield outcomes from USPTO patents with 853,638 reactions. The task is: Predict the reaction yield, written as a fraction of the theoretical maximum amount of product (1.0 means a 100% yield; for example, 0.34 means a 34% yield). The reactants are [Br:1][C:2]1[CH:3]=[C:4]2[C:8](=[CH:9][CH:10]=1)[NH:7][CH:6]=[C:5]2[CH:11]([NH:16][C:17]([C:19]1[C:27]2[C:22](=[CH:23][CH:24]=[C:25]([Br:28])[CH:26]=2)[NH:21][CH:20]=1)=O)C(OC)=O.[C:29](=O)([O-])[O-:30].[K+].[K+].[CH2:35]([CH2:37][NH2:38])[OH:36].C(#N)C.C(OCC)(=[O:44])C. No catalyst specified. The product is [Br:1][C:2]1[CH:3]=[C:4]2[C:8](=[CH:9][CH:10]=1)[NH:7][CH:6]=[C:5]2[C:11]([NH:16][CH:17]([C:19]1[C:27]2[C:22](=[CH:23][CH:24]=[C:25]([Br:28])[CH:26]=2)[NH:21][CH:20]=1)[C:29]([NH:38][CH2:37][CH2:35][OH:36])=[O:30])=[O:44]. The yield is 0.750.